From a dataset of Forward reaction prediction with 1.9M reactions from USPTO patents (1976-2016). Predict the product of the given reaction. (1) Given the reactants [NH:1]([C:16]([O:18][CH2:19][C:20]1[CH:25]=[CH:24][CH:23]=[CH:22][CH:21]=1)=[O:17])[C@H:2]([C:6]([N:8]1[CH2:15][CH2:14][CH2:13][C@H:9]1[C:10](O)=[O:11])=[O:7])[CH:3]([CH3:5])[CH3:4].F[P-](F)(F)(F)(F)F.N1(O[P+](N(C)C)(N(C)C)N(C)C)C2C=CC=CC=2N=N1.[NH2:53][C@H:54]([C:58]([N:60]1[CH2:71][CH2:70][CH2:69][C@H:61]1[C:62]([O:64][C:65]([CH3:68])([CH3:67])[CH3:66])=[O:63])=[O:59])[CH:55]([CH3:57])[CH3:56].Cl.C(N(CC)CC)C, predict the reaction product. The product is: [NH:1]([C:16]([O:18][CH2:19][C:20]1[CH:25]=[CH:24][CH:23]=[CH:22][CH:21]=1)=[O:17])[C@H:2]([C:6]([N:8]1[CH2:15][CH2:14][CH2:13][C@H:9]1[C:10]([NH:53][C@H:54]([C:58]([N:60]1[CH2:71][CH2:70][CH2:69][C@H:61]1[C:62]([O:64][C:65]([CH3:66])([CH3:68])[CH3:67])=[O:63])=[O:59])[CH:55]([CH3:57])[CH3:56])=[O:11])=[O:7])[CH:3]([CH3:5])[CH3:4]. (2) Given the reactants C(O)C.O1CCCC1.Cl.C([O:13][CH:14]1[CH2:19][CH2:18][N:17]([C:20](=[O:62])[CH2:21][C@H:22]2[O:28][C@H:27]([C:29]3[CH:34]=[CH:33][CH:32]=[C:31]([O:35][CH2:36][CH2:37][CH2:38][NH:39][CH2:40][CH2:41][CH2:42][C:43]4[CH:48]=[CH:47][CH:46]=[CH:45][CH:44]=4)[C:30]=3[O:49][CH3:50])[C:26]3[CH:51]=[C:52]([Cl:55])[CH:53]=[CH:54][C:25]=3[N:24]([CH2:56][C:57]([CH3:60])([CH3:59])[CH3:58])[C:23]2=[O:61])[CH2:16][CH2:15]1)(=O)C.[OH-].[Na+].Cl, predict the reaction product. The product is: [ClH:55].[Cl:55][C:52]1[CH:53]=[CH:54][C:25]2[N:24]([CH2:56][C:57]([CH3:60])([CH3:58])[CH3:59])[C:23](=[O:61])[C@@H:22]([CH2:21][C:20]([N:17]3[CH2:18][CH2:19][CH:14]([OH:13])[CH2:15][CH2:16]3)=[O:62])[O:28][C@H:27]([C:29]3[CH:34]=[CH:33][CH:32]=[C:31]([O:35][CH2:36][CH2:37][CH2:38][NH:39][CH2:40][CH2:41][CH2:42][C:43]4[CH:44]=[CH:45][CH:46]=[CH:47][CH:48]=4)[C:30]=3[O:49][CH3:50])[C:26]=2[CH:51]=1.